From a dataset of Peptide-MHC class II binding affinity with 134,281 pairs from IEDB. Regression. Given a peptide amino acid sequence and an MHC pseudo amino acid sequence, predict their binding affinity value. This is MHC class II binding data. The binding affinity (normalized) is 0.998. The peptide sequence is EKKYFIATQFEPLAA. The MHC is HLA-DPA10301-DPB10402 with pseudo-sequence HLA-DPA10301-DPB10402.